Predict the product of the given reaction. From a dataset of Forward reaction prediction with 1.9M reactions from USPTO patents (1976-2016). (1) Given the reactants [CH3:1][O:2][C:3]1[C:8]2[N:9]=[C:10]([NH2:12])[S:11][C:7]=2[C:6]([N:13]2[CH2:18][CH2:17][O:16][CH2:15][CH2:14]2)=[CH:5][CH:4]=1.C1([O:25][C:26]([C:28]2[CH:29]=[N:30][N:31]([CH2:33][CH2:34][O:35][CH3:36])[CH:32]=2)=O)C=CC=CC=1, predict the reaction product. The product is: [CH3:1][O:2][C:3]1[C:8]2[N:9]=[C:10]([NH:12][C:26]([C:28]3[CH:29]=[N:30][N:31]([CH2:33][CH2:34][O:35][CH3:36])[CH:32]=3)=[O:25])[S:11][C:7]=2[C:6]([N:13]2[CH2:18][CH2:17][O:16][CH2:15][CH2:14]2)=[CH:5][CH:4]=1. (2) Given the reactants C([O:3][C:4](=[O:32])[C:5]([O:8][C:9]1[CH:14]=[CH:13][C:12]([O:15][CH2:16][CH2:17][C:18]2[N:19]=[C:20]([C:24]3[CH:29]=[CH:28][C:27]([O:30][CH3:31])=[CH:26][CH:25]=3)[O:21][C:22]=2[CH3:23])=[CH:11][CH:10]=1)([CH3:7])[CH3:6])C.[OH-].[Na+], predict the reaction product. The product is: [CH3:31][O:30][C:27]1[CH:26]=[CH:25][C:24]([C:20]2[O:21][C:22]([CH3:23])=[C:18]([CH2:17][CH2:16][O:15][C:12]3[CH:11]=[CH:10][C:9]([O:8][C:5]([CH3:6])([CH3:7])[C:4]([OH:32])=[O:3])=[CH:14][CH:13]=3)[N:19]=2)=[CH:29][CH:28]=1. (3) Given the reactants [S:1]1[C:5]2[CH:6]=[CH:7][CH:8]=[CH:9][C:4]=2[N:3]=[C:2]1[S:10][CH2:11][C:12]([N:14]1[C:23]2[C:18](=[CH:19][CH:20]=[CH:21][CH:22]=2)[CH2:17][CH2:16][CH2:15]1)=[O:13].C1C=C(Cl)C=C(C(OO)=[O:32])C=1, predict the reaction product. The product is: [S:1]1[C:5]2[CH:6]=[CH:7][CH:8]=[CH:9][C:4]=2[N:3]=[C:2]1[S:10]([CH2:11][C:12]([N:14]1[C:23]2[C:18](=[CH:19][CH:20]=[CH:21][CH:22]=2)[CH2:17][CH2:16][CH2:15]1)=[O:13])=[O:32]. (4) Given the reactants C([O:3][C:4](=[O:29])[C:5]([CH3:28])([S:19]([C:22]1[N:23]([CH3:27])[CH:24]=[CH:25][N:26]=1)(=[O:21])=[O:20])[CH2:6][C:7]1[CH:12]=[CH:11][C:10]([C:13]2[CH:18]=[CH:17][CH:16]=[CH:15][CH:14]=2)=[CH:9][CH:8]=1)C.[OH-].[Na+], predict the reaction product. The product is: [C:10]1([C:13]2[CH:14]=[CH:15][CH:16]=[CH:17][CH:18]=2)[CH:9]=[CH:8][C:7]([CH2:6][C:5]([CH3:28])([S:19]([C:22]2[N:23]([CH3:27])[CH:24]=[CH:25][N:26]=2)(=[O:21])=[O:20])[C:4]([OH:29])=[O:3])=[CH:12][CH:11]=1. (5) Given the reactants [CH3:1][NH:2][C:3]([C:5]1[N:6]=[CH:7][O:8][C:9]=1[CH3:10])=O.N1C=CC=CC=1.[C:17]([C:21]1[CH:26]=[CH:25][C:24]([S:27]([NH:30][C:31]2[CH:36]=[CH:35][C:34]([Cl:37])=[CH:33][C:32]=2[C:38]([NH:40][NH2:41])=O)(=[O:29])=[O:28])=[CH:23][CH:22]=1)([CH3:20])([CH3:19])[CH3:18], predict the reaction product. The product is: [C:17]([C:21]1[CH:26]=[CH:25][C:24]([S:27]([NH:30][C:31]2[CH:36]=[CH:35][C:34]([Cl:37])=[CH:33][C:32]=2[C:38]2[N:2]([CH3:1])[C:3]([C:5]3[N:6]=[CH:7][O:8][C:9]=3[CH3:10])=[N:41][N:40]=2)(=[O:28])=[O:29])=[CH:23][CH:22]=1)([CH3:18])([CH3:19])[CH3:20]. (6) Given the reactants [OH-].[Na+].C[O:4][C:5]([C:7]1[N:11]2[N:12]=[C:13]([CH3:24])[CH:14]=[C:15]([C:16]3[CH:21]=[CH:20][C:19]([CH3:22])=[CH:18][C:17]=3[CH3:23])[C:10]2=[N:9][C:8]=1[CH2:25][CH3:26])=[O:6], predict the reaction product. The product is: [CH3:23][C:17]1[CH:18]=[C:19]([CH3:22])[CH:20]=[CH:21][C:16]=1[C:15]1[C:10]2[N:11]([C:7]([C:5]([OH:6])=[O:4])=[C:8]([CH2:25][CH3:26])[N:9]=2)[N:12]=[C:13]([CH3:24])[CH:14]=1.